Dataset: Full USPTO retrosynthesis dataset with 1.9M reactions from patents (1976-2016). Task: Predict the reactants needed to synthesize the given product. (1) The reactants are: [CH3:1][O:2][C:3]1[CH:4]=[C:5]([NH:11][C:12]2[C:13]3[N:38]=[CH:37][S:36][C:14]=3[N:15]=[C:16]([C:18]3[CH:19]=[C:20]([CH:33]=[CH:34][CH:35]=3)/[CH:21]=[CH:22]/[C:23]3[CH:32]=[CH:31][C:26]([C:27]([O:29]C)=[O:28])=[CH:25][CH:24]=3)[N:17]=2)[CH:6]=[CH:7][C:8]=1[O:9][CH3:10].[OH-].[Na+].Cl. Given the product [CH3:1][O:2][C:3]1[CH:4]=[C:5]([NH:11][C:12]2[C:13]3[N:38]=[CH:37][S:36][C:14]=3[N:15]=[C:16]([C:18]3[CH:19]=[C:20]([CH:33]=[CH:34][CH:35]=3)/[CH:21]=[CH:22]/[C:23]3[CH:32]=[CH:31][C:26]([C:27]([OH:29])=[O:28])=[CH:25][CH:24]=3)[N:17]=2)[CH:6]=[CH:7][C:8]=1[O:9][CH3:10], predict the reactants needed to synthesize it. (2) Given the product [N:1]1([CH2:7][CH2:8][C@@H:9]([NH:18][C:19]2[CH:24]=[CH:23][C:22]([S:25]([NH2:28])(=[O:26])=[O:27])=[CH:21][C:20]=2[S:29]([C:32]([F:33])([F:34])[F:35])(=[O:30])=[O:31])[CH2:10][S:11][C:12]2[CH:13]=[CH:14][CH:15]=[CH:16][CH:17]=2)[CH2:6][CH2:5][O:4][CH2:3][CH2:2]1, predict the reactants needed to synthesize it. The reactants are: [N:1]1([C:7](=O)[CH2:8][C@@H:9]([NH:18][C:19]2[CH:24]=[CH:23][C:22]([S:25]([NH2:28])(=[O:27])=[O:26])=[CH:21][C:20]=2[S:29]([C:32]([F:35])([F:34])[F:33])(=[O:31])=[O:30])[CH2:10][S:11][C:12]2[CH:17]=[CH:16][CH:15]=[CH:14][CH:13]=2)[CH2:6][CH2:5][O:4][CH2:3][CH2:2]1.CO.Cl. (3) Given the product [CH2:1]([O:3][C:4](=[O:16])[CH2:5][N:6]1[C:14]2[C:9](=[CH:10][CH:11]=[C:12]([O:15][CH2:18][C:19]3[C:20]([CH:35]4[CH2:37][CH2:36]4)=[N:21][C:22]([C:25]4[CH:26]=[CH:27][C:28]([C:31]([F:33])([F:34])[F:32])=[CH:29][CH:30]=4)=[N:23][CH:24]=3)[CH:13]=2)[CH:8]=[CH:7]1)[CH3:2], predict the reactants needed to synthesize it. The reactants are: [CH2:1]([O:3][C:4](=[O:16])[CH2:5][N:6]1[C:14]2[C:9](=[CH:10][CH:11]=[C:12]([OH:15])[CH:13]=2)[CH:8]=[CH:7]1)[CH3:2].Cl[CH2:18][C:19]1[C:20]([CH:35]2[CH2:37][CH2:36]2)=[N:21][C:22]([C:25]2[CH:30]=[CH:29][C:28]([C:31]([F:34])([F:33])[F:32])=[CH:27][CH:26]=2)=[N:23][CH:24]=1.C(=O)([O-])[O-].[Cs+].[Cs+].[I-].[K+]. (4) Given the product [CH3:35][C:33]([O:36][C:37]([NH:39][C:40]([C:42]1[CH:43]=[CH:44][C:45]([C:46]([N:14]2[CH2:15][C@@H:11]([N:8]3[CH2:9][CH2:10][N:5]([S:2]([CH3:1])(=[O:4])=[O:3])[CH2:6][CH2:7]3)[CH2:12][C@H:13]2[C:16]([NH:18][C:19]2[CH:31]=[CH:30][C:22]([C:23]([O:25][C:26]([CH3:28])([CH3:27])[CH3:29])=[O:24])=[CH:21][CH:20]=2)=[O:17])=[O:47])=[CH:49][CH:50]=1)=[NH:41])=[O:38])([CH3:32])[CH3:34], predict the reactants needed to synthesize it. The reactants are: [CH3:1][S:2]([N:5]1[CH2:10][CH2:9][N:8]([C@@H:11]2[CH2:15][NH:14][C@H:13]([C:16]([NH:18][C:19]3[CH:31]=[CH:30][C:22]([C:23]([O:25][C:26]([CH3:29])([CH3:28])[CH3:27])=[O:24])=[CH:21][CH:20]=3)=[O:17])[CH2:12]2)[CH2:7][CH2:6]1)(=[O:4])=[O:3].[CH3:32][C:33]([O:36][C:37]([NH:39][C:40]([C:42]1[CH:50]=[CH:49][C:45]([C:46](O)=[O:47])=[CH:44][CH:43]=1)=[NH:41])=[O:38])([CH3:35])[CH3:34]. (5) The reactants are: [CH3:1][O:2][S:3]([C:5]1[CH:6]=[C:7]([C:11]2[CH:16]=[CH:15][C:14]([N+:17]([O-])=O)=[CH:13][C:12]=2[CH3:20])[CH:8]=[CH:9][CH:10]=1)=[O:4].[C:21](O[C:21]([O:23][C:24]([CH3:27])([CH3:26])[CH3:25])=[O:22])([O:23][C:24]([CH3:27])([CH3:26])[CH3:25])=[O:22]. Given the product [CH3:1][O:2][S:3]([C:5]1[CH:6]=[C:7]([C:11]2[CH:16]=[CH:15][C:14]([NH:17][C:21]([O:23][C:24]([CH3:27])([CH3:26])[CH3:25])=[O:22])=[CH:13][C:12]=2[CH3:20])[CH:8]=[CH:9][CH:10]=1)=[O:4], predict the reactants needed to synthesize it. (6) Given the product [ClH:27].[F:1][C:2]1[CH:3]=[C:4]([CH:13]([C:21]2[O:25][CH:24]=[N:23][CH:22]=2)[NH2:14])[CH:5]=[CH:6][C:7]=1[O:8][C:9]([F:10])([F:11])[F:12], predict the reactants needed to synthesize it. The reactants are: [F:1][C:2]1[CH:3]=[C:4]([CH:13]([C:21]2[O:25][CH:24]=[N:23][CH:22]=2)[NH:14]S(C(C)(C)C)=O)[CH:5]=[CH:6][C:7]=1[O:8][C:9]([F:12])([F:11])[F:10].C(Cl)[Cl:27].Cl.